From a dataset of In vitro SARS-CoV-2 activity screen of 1,480 approved drugs from Prestwick library. Binary Classification. Given a drug SMILES string, predict its activity (active/inactive) in a high-throughput screening assay against a specified biological target. (1) The molecule is C[C@]12C[C@H](O)[C@@]3(F)[C@@H](CCC4=CC(=O)C=C[C@@]43C)[C@@H]1C[C@@H](O)[C@]2(O)C(=O)CO. The result is 0 (inactive). (2) The molecule is COC(=O)C1=C(C#N)NC(C)=C(C(=O)OC(C)C)C1c1cccc([N+](=O)[O-])c1. The result is 0 (inactive). (3) The drug is Nc1nc2ncc(CNc3ccc(C(=O)N[C@@H](CCC(=O)O)C(=O)O)cc3)nc2c(=O)[nH]1. The result is 0 (inactive). (4) The compound is CCC(C)CCCC(=O)N[C@@H](CCN)C(=O)N[C@H](C(=O)N[C@@H](CCN)C(=O)N[C@H]1CCNC(=O)[C@H]([C@@H](C)O)NC(=O)[C@H](CCN)NC(=O)[C@H](CCN)NC(=O)[C@H](CC(C)C)NC(=O)[C@@H](CC(C)C)NC(=O)[C@H](CCN)NC1=O)[C@@H](C)O. The result is 0 (inactive). (5) The compound is CC(=O)[C@H]1CC[C@H]2[C@@H]3C=CC4=CC(=O)CC[C@@]4(C)[C@@H]3CC[C@]12C. The result is 0 (inactive). (6) The molecule is Cn1c(=O)c2c(ncn2CCO)n(C)c1=O. The result is 0 (inactive).